Dataset: NCI-60 drug combinations with 297,098 pairs across 59 cell lines. Task: Regression. Given two drug SMILES strings and cell line genomic features, predict the synergy score measuring deviation from expected non-interaction effect. (1) Drug 1: C1=CC(=C2C(=C1NCCNCCO)C(=O)C3=C(C=CC(=C3C2=O)O)O)NCCNCCO. Drug 2: B(C(CC(C)C)NC(=O)C(CC1=CC=CC=C1)NC(=O)C2=NC=CN=C2)(O)O. Cell line: MCF7. Synergy scores: CSS=25.0, Synergy_ZIP=1.34, Synergy_Bliss=1.71, Synergy_Loewe=0.900, Synergy_HSA=1.43. (2) Drug 1: CC12CCC3C(C1CCC2=O)CC(=C)C4=CC(=O)C=CC34C. Drug 2: CC=C1C(=O)NC(C(=O)OC2CC(=O)NC(C(=O)NC(CSSCCC=C2)C(=O)N1)C(C)C)C(C)C. Cell line: RXF 393. Synergy scores: CSS=72.2, Synergy_ZIP=1.68, Synergy_Bliss=1.34, Synergy_Loewe=-25.3, Synergy_HSA=3.20. (3) Drug 1: CCC1(CC2CC(C3=C(CCN(C2)C1)C4=CC=CC=C4N3)(C5=C(C=C6C(=C5)C78CCN9C7C(C=CC9)(C(C(C8N6C)(C(=O)OC)O)OC(=O)C)CC)OC)C(=O)OC)O.OS(=O)(=O)O. Drug 2: C1CNP(=O)(OC1)N(CCCl)CCCl. Cell line: SF-268. Synergy scores: CSS=-5.89, Synergy_ZIP=0.330, Synergy_Bliss=-2.50, Synergy_Loewe=-8.81, Synergy_HSA=-6.05. (4) Drug 1: CC1=CC=C(C=C1)C2=CC(=NN2C3=CC=C(C=C3)S(=O)(=O)N)C(F)(F)F. Drug 2: C1C(C(OC1N2C=NC(=NC2=O)N)CO)O. Cell line: LOX IMVI. Synergy scores: CSS=7.38, Synergy_ZIP=4.90, Synergy_Bliss=5.31, Synergy_Loewe=2.48, Synergy_HSA=3.20.